From a dataset of Peptide-MHC class I binding affinity with 185,985 pairs from IEDB/IMGT. Regression. Given a peptide amino acid sequence and an MHC pseudo amino acid sequence, predict their binding affinity value. This is MHC class I binding data. (1) The peptide sequence is PASISSVLT. The MHC is HLA-A02:03 with pseudo-sequence HLA-A02:03. The binding affinity (normalized) is 0.333. (2) The peptide sequence is TMNSRYYLV. The MHC is HLA-B57:01 with pseudo-sequence HLA-B57:01. The binding affinity (normalized) is 0.0847. (3) The peptide sequence is GIAHLLEHLL. The MHC is HLA-A02:01 with pseudo-sequence HLA-A02:01. The binding affinity (normalized) is 0.177. (4) The peptide sequence is VMGVIGFGF. The MHC is HLA-B18:01 with pseudo-sequence HLA-B18:01. The binding affinity (normalized) is 0.0847. (5) The peptide sequence is CSEYVKDIY. The MHC is HLA-A11:01 with pseudo-sequence HLA-A11:01. The binding affinity (normalized) is 0.0847. (6) The peptide sequence is ESWEEIPYLG. The MHC is HLA-B58:01 with pseudo-sequence HLA-B58:01. The binding affinity (normalized) is 0.584.